This data is from TCR-epitope binding with 47,182 pairs between 192 epitopes and 23,139 TCRs. The task is: Binary Classification. Given a T-cell receptor sequence (or CDR3 region) and an epitope sequence, predict whether binding occurs between them. The epitope is RLRAEAQVK. The TCR CDR3 sequence is CASSPYSGGLYNEQFF. Result: 1 (the TCR binds to the epitope).